From a dataset of Full USPTO retrosynthesis dataset with 1.9M reactions from patents (1976-2016). Predict the reactants needed to synthesize the given product. (1) Given the product [CH2:29]1[O:39][C:38]2[CH:37]=[CH:36][C:33]([CH2:34][O:16][C:15](=[O:17])[C@H:14]([NH:13][S:10]([C:6]3[C:7]([CH3:9])=[CH:8][C:3]([O:2][CH3:1])=[C:4]([CH3:22])[C:5]=3[CH3:21])(=[O:11])=[O:12])[C@@H:18]([OH:20])[CH3:19])=[CH:32][C:31]=2[O:30]1, predict the reactants needed to synthesize it. The reactants are: [CH3:1][O:2][C:3]1[CH:8]=[C:7]([CH3:9])[C:6]([S:10]([NH:13][C@H:14]([C@@H:18]([OH:20])[CH3:19])[C:15]([OH:17])=[O:16])(=[O:12])=[O:11])=[C:5]([CH3:21])[C:4]=1[CH3:22].C(=O)([O-])[O-].[K+].[K+].[CH2:29]1[O:39][C:38]2[CH:37]=[CH:36][C:33]([CH2:34]Cl)=[CH:32][C:31]=2[O:30]1.[I-].[Li+]. (2) Given the product [Br:20][C:28]1[CH:27]=[C:26]([C:22]([CH3:25])([CH3:24])[CH3:23])[CH:31]=[C:30]([C:32]([CH3:35])([CH3:34])[CH3:33])[CH:29]=1, predict the reactants needed to synthesize it. The reactants are: C1(P(C2C=CC=CC=2)C2C=CC=CC=2)C=CC=CC=1.[Br:20]Br.[C:22]([C:26]1[CH:27]=[C:28](O)[CH:29]=[C:30]([C:32]([CH3:35])([CH3:34])[CH3:33])[CH:31]=1)([CH3:25])([CH3:24])[CH3:23]. (3) Given the product [Cl:8][C:9]1[N:10]=[C:11]([C:16]([NH:18][CH:19]2[CH2:24][CH2:23][N:22]([C:25]([O:27][C:28]([CH3:31])([CH3:30])[CH3:29])=[O:26])[CH2:21][C:20]2=[O:32])=[O:17])[NH:12][C:13]=1[CH2:14][CH3:15], predict the reactants needed to synthesize it. The reactants are: C(N(CC)CC)C.[Cl:8][C:9]1[N:10]=[C:11]([C:16]([NH:18][C@@H:19]2[CH2:24][CH2:23][N:22]([C:25]([O:27][C:28]([CH3:31])([CH3:30])[CH3:29])=[O:26])[CH2:21][C@H:20]2[OH:32])=[O:17])[NH:12][C:13]=1[CH2:14][CH3:15].O. (4) Given the product [CH2:1]([N:8]1[C:9](=[O:12])[CH2:10][NH:11][C:14]1([CH3:16])[CH3:13])[C:2]1[CH:7]=[CH:6][CH:5]=[CH:4][CH:3]=1, predict the reactants needed to synthesize it. The reactants are: [CH2:1]([NH:8][C:9](=[O:12])[CH2:10][NH2:11])[C:2]1[CH:7]=[CH:6][CH:5]=[CH:4][CH:3]=1.[CH3:13][C:14]([CH3:16])=O.C(N(CC)CC)C. (5) Given the product [CH3:36][O:37][CH:38]1[CH2:42][CH2:41][N:40]([C:29](=[O:31])[CH:28]([N:26]2[CH:27]=[C:23]([C:21]3[CH:20]=[N:19][N:18]4[C:14]([C:10]5[CH:9]=[C:8]([NH:7][C:5]([NH:4][CH2:3][C:2]([F:33])([F:1])[F:34])=[O:6])[CH:13]=[CH:12][CH:11]=5)=[CH:15][N:16]=[C:17]4[CH:22]=3)[CH:24]=[N:25]2)[CH3:32])[CH2:39]1, predict the reactants needed to synthesize it. The reactants are: [F:1][C:2]([F:34])([F:33])[CH2:3][NH:4][C:5]([NH:7][C:8]1[CH:9]=[C:10]([C:14]2[N:18]3[N:19]=[CH:20][C:21]([C:23]4[CH:24]=[N:25][N:26]([CH:28]([CH3:32])[C:29]([OH:31])=O)[CH:27]=4)=[CH:22][C:17]3=[N:16][CH:15]=2)[CH:11]=[CH:12][CH:13]=1)=[O:6].Cl.[CH3:36][O:37][CH:38]1[CH2:42][CH2:41][NH:40][CH2:39]1. (6) Given the product [Cl:1][C:2]1[CH:7]=[CH:6][CH:5]=[C:4]([Cl:8])[C:3]=1[C@H:9]([NH:11][C:41]([C:37]1[CH:36]=[C:35]2[C:40](=[CH:39][CH:38]=1)[N:32]([CH2:31][C:28]1[CH:27]=[CH:26][C:25]([C:20]3[C:19]([C:17]([OH:18])=[O:16])=[CH:24][CH:23]=[CH:22][CH:21]=3)=[CH:30][CH:29]=1)[C:33]([CH3:45])=[C:34]2[CH3:44])=[O:42])[CH3:10], predict the reactants needed to synthesize it. The reactants are: [Cl:1][C:2]1[CH:7]=[CH:6][CH:5]=[C:4]([Cl:8])[C:3]=1[C@H:9]([NH2:11])[CH3:10].C([O:16][C:17]([C:19]1[CH:24]=[CH:23][CH:22]=[CH:21][C:20]=1[C:25]1[CH:30]=[CH:29][C:28]([CH2:31][N:32]2[C:40]3[C:35](=[CH:36][C:37]([C:41](O)=[O:42])=[CH:38][CH:39]=3)[C:34]([CH3:44])=[C:33]2[CH3:45])=[CH:27][CH:26]=1)=[O:18])(C)(C)C. (7) Given the product [C:1]([O:5][C:6]([N:8]1[CH2:17][C:12]2([CH2:16][CH2:15][CH2:14][CH2:13]2)[NH:11][CH2:10][CH:9]1[CH3:18])=[O:7])([CH3:4])([CH3:2])[CH3:3], predict the reactants needed to synthesize it. The reactants are: [C:1]([O:5][C:6]([N:8]1[CH2:17][C:12]2([CH2:16][CH2:15][CH2:14][CH2:13]2)[NH:11][CH2:10][C:9]1(C)[CH3:18])=[O:7])([CH3:4])([CH3:3])[CH3:2].NCC(N)C.OC1(C#N)CCCC1.